This data is from Full USPTO retrosynthesis dataset with 1.9M reactions from patents (1976-2016). The task is: Predict the reactants needed to synthesize the given product. (1) Given the product [CH3:9][O:8][CH2:7][N:5]1[N:4]=[N:3][C:2]([NH:1][C:24]([CH:22]2[C:23]3[CH:10]=[CH:11][CH:12]=[CH:13][C:14]=3[O:15][C:16]3[C:21]2=[CH:20][CH:19]=[CH:18][CH:17]=3)=[O:25])=[N:6]1, predict the reactants needed to synthesize it. The reactants are: [NH2:1][C:2]1[N:3]=[N:4][N:5]([CH2:7][O:8][CH3:9])[N:6]=1.[CH:10]1[C:23]2[CH:22]([C:24](Cl)=[O:25])[C:21]3[C:16](=[CH:17][CH:18]=[CH:19][CH:20]=3)[O:15][C:14]=2[CH:13]=[CH:12][CH:11]=1. (2) Given the product [Cl:28][C:29]1[C:34]([N:1]2[CH:5]=[CH:4][C:3]([C:6]([NH:8][C:9]3[CH:14]=[CH:13][C:12]([C@@H:15]4[O:20][CH2:19][CH2:18][N:17]([C:21]([O:23][C:24]([CH3:27])([CH3:26])[CH3:25])=[O:22])[CH2:16]4)=[CH:11][CH:10]=3)=[O:7])=[N:2]2)=[N:33][CH:32]=[CH:31][N:30]=1, predict the reactants needed to synthesize it. The reactants are: [NH:1]1[CH:5]=[CH:4][C:3]([C:6]([NH:8][C:9]2[CH:14]=[CH:13][C:12]([C@@H:15]3[O:20][CH2:19][CH2:18][N:17]([C:21]([O:23][C:24]([CH3:27])([CH3:26])[CH3:25])=[O:22])[CH2:16]3)=[CH:11][CH:10]=2)=[O:7])=[N:2]1.[Cl:28][C:29]1[C:34](Cl)=[N:33][CH:32]=[CH:31][N:30]=1.C(=O)([O-])[O-].[K+].[K+].O. (3) Given the product [CH3:41][O:40][C:36]1[CH:35]=[C:34]([NH:33][CH:26]([C:27]2[CH:32]=[CH:31][CH:30]=[CH:29][CH:28]=2)[C:8]([C:10]2[C:14]3=[N:15][CH:16]=[CH:17][CH:18]=[C:13]3[NH:12][CH:11]=2)=[O:9])[CH:39]=[CH:38][CH:37]=1, predict the reactants needed to synthesize it. The reactants are: C(N(CC)CC)C.[CH:8]([C:10]1[C:14]2=[N:15][CH:16]=[CH:17][CH:18]=[C:13]2[N:12](C(OC(C)(C)C)=O)[CH:11]=1)=[O:9].[CH:26](=[N:33][C:34]1[CH:39]=[CH:38][CH:37]=[C:36]([O:40][CH3:41])[CH:35]=1)[C:27]1[CH:32]=[CH:31][CH:30]=[CH:29][CH:28]=1. (4) Given the product [CH3:2][C:1]1[C:4]2[CH2:9][CH2:8][CH2:7][CH2:6][C:5]=2[N:16]2[N:15]=[C:14]([CH2:17][OH:18])[N:13]=[C:12]2[N:11]=1, predict the reactants needed to synthesize it. The reactants are: [C:1]([CH:4]1[CH2:9][CH2:8][CH2:7][CH2:6][C:5]1=O)(=O)[CH3:2].[NH2:11][C:12]1[NH:16][N:15]=[C:14]([CH2:17][OH:18])[N:13]=1. (5) Given the product [Cl:1][C:2]1[CH:3]=[C:4]([CH2:9][CH2:10][NH2:11])[CH:5]=[CH:6][C:7]=1[Cl:8], predict the reactants needed to synthesize it. The reactants are: [Cl:1][C:2]1[CH:3]=[C:4]([CH2:9][C:10]#[N:11])[CH:5]=[CH:6][C:7]=1[Cl:8].[NH4+].[OH-]. (6) Given the product [CH3:20][O:21][C:22](=[O:27])[CH2:23][CH2:24][CH2:25][N:15]1[CH2:16][CH2:17][C@@H:13]([O:12][C:11]2[CH:18]=[CH:19][C:8]([O:1][C:2]3[CH:7]=[CH:6][CH:5]=[CH:4][CH:3]=3)=[CH:9][CH:10]=2)[CH2:14]1, predict the reactants needed to synthesize it. The reactants are: [O:1]([C:8]1[CH:19]=[CH:18][C:11]([O:12][C@@H:13]2[CH2:17][CH2:16][NH:15][CH2:14]2)=[CH:10][CH:9]=1)[C:2]1[CH:7]=[CH:6][CH:5]=[CH:4][CH:3]=1.[CH3:20][O:21][C:22](=[O:27])[CH2:23][CH2:24][CH2:25]Br.C(=O)([O-])[O-].[K+].[K+]. (7) Given the product [CH3:26][N:25]([CH3:27])[CH2:24][CH2:23][NH:1][C:2]1[CH:3]=[C:4]([C:8]2[CH:21]=[C:11]3[NH:12][C:13](=[O:20])[C:14]4[C:19]([N:10]3[N:9]=2)=[CH:18][CH:17]=[CH:16][CH:15]=4)[CH:5]=[CH:6][CH:7]=1, predict the reactants needed to synthesize it. The reactants are: [NH2:1][C:2]1[CH:3]=[C:4]([C:8]2[CH:21]=[C:11]3[NH:12][C:13](=[O:20])[C:14]4[C:19]([N:10]3[N:9]=2)=[CH:18][CH:17]=[CH:16][CH:15]=4)[CH:5]=[CH:6][CH:7]=1.Br[CH2:23][CH2:24][N:25]([CH3:27])[CH3:26].C(=O)([O-])[O-].[K+].[K+]. (8) Given the product [F:18][C:19]1[CH:20]=[C:21]([CH2:25][CH2:26][NH:27][CH2:1][C:3]2[S:7][C:6]([O:8][C:9]3[CH:17]=[CH:16][C:12]([C:13]([NH2:15])=[O:14])=[CH:11][CH:10]=3)=[CH:5][CH:4]=2)[CH:22]=[CH:23][CH:24]=1, predict the reactants needed to synthesize it. The reactants are: [CH:1]([C:3]1[S:7][C:6]([O:8][C:9]2[CH:17]=[CH:16][C:12]([C:13]([NH2:15])=[O:14])=[CH:11][CH:10]=2)=[CH:5][CH:4]=1)=O.[F:18][C:19]1[CH:20]=[C:21]([CH2:25][CH2:26][NH2:27])[CH:22]=[CH:23][CH:24]=1.C([O-])([O-])OC.[BH4-].[Na+].